Binary Classification. Given a miRNA mature sequence and a target amino acid sequence, predict their likelihood of interaction. From a dataset of Experimentally validated miRNA-target interactions with 360,000+ pairs, plus equal number of negative samples. (1) Result: 0 (no interaction). The protein sequence of the target gene is MLGRSLREVSAALKQGQITPTELCQKCLSLIKKTKFLNAYITVSEEVALKQAEESEKRYKNGQSLGDLDGIPIAVKDNFSTSGIETTCASNMLKGYIPPYNATVVQKLLDQGALLMGKTNLDEFAMGSGSTDGVFGPVKNPWSYSKQYREKRKQNPHSENEDSDWLITGGSSGGSAAAVSAFTCYAALGSDTGGSTRNPAAHCGLVGFKPSYGLVSRHGLIPLVNSMDVPGILTRCVDDAAIVLGALAGPDPRDSTTVHEPINKPFMLPSLADVSKLCIGIPKEYLVPELSSEVQSLWSK.... The miRNA is hsa-miR-4758-3p with sequence UGCCCCACCUGCUGACCACCCUC. (2) The miRNA is hsa-miR-1914-3p with sequence GGAGGGGUCCCGCACUGGGAGG. The protein sequence of the target gene is MKHIPVLEDGPWKTVCVKELNGLKKLKRKGKEPARRANGYKTFRLDLEAPEPRAVATNGLRDRTHRLQPVPVPVPVPVPVAPAVPPRGGTDTAGERGGSRAPEVSDARKRCFALGAVGPGLPTPPPPPPPAPQSQAPGGPEAQPFREPGLRPRILLCAPPARPAPSAPPAPPAPPESTVRPAPPTRPGESSYSSISHVIYNNHQDSSASPRKRPGEATAASSEIKALQQTRRLLANARERTRVHTISAAFEALRKQVPCYSYGQKLSKLAILRIACNYILSLARLADLDYSADHSNLSFS.... Result: 0 (no interaction). (3) The miRNA is hsa-miR-6766-3p with sequence UGAUUGUCUUCCCCCACCCUCA. The protein sequence of the target gene is MRWCLLLIWAQGLRQAPLASGMMTGTIETTGNISAEKGGSIILQCHLSSTTAQVTQVNWEQQDQLLAICNADLGWHISPSFKDRVAPGPGLGLTLQSLTVNDTGEYFCIYHTYPDGTYTGRIFLEVLESSVAEHGARFQIPLLGAMAATLVVICTAVIVVVALTRKKKALRIHSVEGDLRRKSAGQEEWSPSAPSPPGSCVQAEAAPAGLCGEQRGEDCAELHDYFNVLSYRSLGNCSFFTETG. Result: 0 (no interaction). (4) The miRNA is ath-miR408-3p with sequence AUGCACUGCCUCUUCCCUGGC. The protein sequence of the target gene is MALSLGWKAHRNHCGLLLQALRSSGLLLFPCGQCPWRGAGSFLDPEIKAFLEENTEVTSSGSLTPEIQLRLLTPRCKFWWERADLWPHSDPYWAIYWPGGQALSRYLLDNPDVVRGKSVLDLGSGCGATAIAAKMSGASRILANDIDPIAGMAITLNCELNRLNPFPILIQNILNLEQDKWDLVVLGDMFYDEDLADSLHQWLKKCFWTYRTRVLIGDPGRPQFSGHSIQHHLHKVVEYSLLESTRQENSGLTTSTVWGFQP. Result: 0 (no interaction). (5) Result: 0 (no interaction). The protein sequence of the target gene is MSKQRGTFSEVSLAQDPKWQQRKPKGNKSSISGTEQEIFQVELNLQNASLNHQGIDKIYDCQGLLPPPEKLTAEVLGIICIVLMATVLKTIVLIPFLEQNNSSPNARTQKARHCGHCPEEWITYSNSCYYIGKERRTWEESLQACASKNSSSLLCIDNEEEMKFLASILPSSWIGVFRNSSHHPWVTINGLAFKHEIKDSDHAERNCAMLHVRGLISDQCGSSRIIRRGFIMLTRLVLNS. The miRNA is hsa-miR-504-3p with sequence GGGAGUGCAGGGCAGGGUUUC. (6) The miRNA is hsa-miR-4472 with sequence GGUGGGGGGUGUUGUUUU. The protein sequence of the target gene is MAQKGVLGPGQLGAVAILLYLGLLRSGTGAEGAEAPCGVAPQARITGGSSAVAGQWPWQVSITYEGVHVCGGSLVSEQWVLSAAHCFPSEHHKEAYEVKLGAHQLDSYSEDAKVSTLKDIIPHPSYLQEGSQGDIALLQLSRPITFSRYIRPICLPAANASFPNGLHCTVTGWGHVAPSVSLLTPKPLQQLEVPLISRETCNCLYNIDAKPEEPHFVQEDMVCAGYVEGGKDACQGDSGGPLSCPVEGLWYLTGIVSWGDACGARNRPGVYTLASSYASWIQSKVTELQPRVVPQTQESQ.... Result: 1 (interaction). (7) The miRNA is hsa-miR-7107-3p with sequence UGGUCUGUUCAUUCUCUCUUUUUGGCC. The protein sequence of the target gene is MAESAPARHRRKRRSTPLTSSTLPSQATEKSSYFQTTEISLWTVVAAIQAVEKKMESQAARLQSLEGRTGTAEKKLADCEKMAVEFGNQLEGKWAVLGTLLQEYGLLQRRLENVENLLRNRNFWILRLPPGSKGEAPKVSRSLENDGVCFTEQEWENLEDWQKELYRNVMESNYETLVSLKVLGQTEGEAELGTEMLGDLEEEGPGGAHPAGGVMIKQELQYTQEGPADLPGEFSCIAEEQAFLSPEQTELWGGQGSSVLLETGPGDSTLEEPVGSRVPSSSRTVGCPKQKSHRQVQLDQ.... Result: 0 (no interaction).